This data is from CYP2D6 inhibition data for predicting drug metabolism from PubChem BioAssay. The task is: Regression/Classification. Given a drug SMILES string, predict its absorption, distribution, metabolism, or excretion properties. Task type varies by dataset: regression for continuous measurements (e.g., permeability, clearance, half-life) or binary classification for categorical outcomes (e.g., BBB penetration, CYP inhibition). Dataset: cyp2d6_veith. (1) The molecule is O=C(CO)N/N=C/c1ccccc1F. The result is 0 (non-inhibitor). (2) The compound is CC(C)(CC(=O)Nc1ccccc1)C(=O)O. The result is 0 (non-inhibitor). (3) The compound is O=c1c(-c2cc(F)cc(F)c2)nc2cnc(N3CCNCC3)nc2n1C1CC1. The result is 0 (non-inhibitor). (4) The compound is Cc1ccc(C(C(=O)NCc2ccco2)N(C(=O)CNC(=O)c2cccs2)c2ccc(C)cc2)cc1. The result is 0 (non-inhibitor). (5) The compound is Cc1ccc(NC(=O)C(C)N2C(=O)C3C4CC(C(Br)C4Br)C3C2=O)cc1. The result is 0 (non-inhibitor). (6) The compound is N#Cc1c[nH]n2c(=O)c3c(nc12)CCCC3. The result is 0 (non-inhibitor).